This data is from Forward reaction prediction with 1.9M reactions from USPTO patents (1976-2016). The task is: Predict the product of the given reaction. Given the reactants C([Si](C)(C)[O:6][CH:7]([C:37]([CH3:40])([CH3:39])[CH3:38])[CH2:8][CH2:9][C:10]1[CH:15]=[CH:14][C:13]([C:16]([C:21]2[CH:26]=[CH:25][C:24]([O:27][S:28]([C:31]([F:34])([F:33])[F:32])(=[O:30])=[O:29])=[C:23]([CH3:35])[CH:22]=2)([CH2:19][CH3:20])[CH2:17][CH3:18])=[CH:12][C:11]=1[CH3:36])(C)(C)C, predict the reaction product. The product is: [CH2:17]([C:16]([C:21]1[CH:26]=[CH:25][C:24]([O:27][S:28]([C:31]([F:32])([F:34])[F:33])(=[O:30])=[O:29])=[C:23]([CH3:35])[CH:22]=1)([C:13]1[CH:14]=[CH:15][C:10]([CH2:9][CH2:8][CH:7]([OH:6])[C:37]([CH3:39])([CH3:40])[CH3:38])=[C:11]([CH3:36])[CH:12]=1)[CH2:19][CH3:20])[CH3:18].